From a dataset of Catalyst prediction with 721,799 reactions and 888 catalyst types from USPTO. Predict which catalyst facilitates the given reaction. (1) Reactant: [CH2:1]([O:8][NH:9][C:10]([C@@H:12]1[N:17]([S:18]([C:21]2[CH:26]=[CH:25][C:24]([O:27][C:28]3[CH:33]=[CH:32][CH:31]=[CH:30][CH:29]=3)=[CH:23][CH:22]=2)(=[O:20])=[O:19])[CH2:16][C@@H:15]2[O:34]C(C)(C)[O:36][C@H:14]2[C@@H:13]1[OH:39])=[O:11])[C:2]1[CH:7]=[CH:6][CH:5]=[CH:4][CH:3]=1. Product: [CH2:1]([O:8][NH:9][C:10]([C@H:12]1[C@@H:13]([OH:39])[C@H:14]([OH:36])[C@@H:15]([OH:34])[CH2:16][N:17]1[S:18]([C:21]1[CH:26]=[CH:25][C:24]([O:27][C:28]2[CH:33]=[CH:32][CH:31]=[CH:30][CH:29]=2)=[CH:23][CH:22]=1)(=[O:19])=[O:20])=[O:11])[C:2]1[CH:3]=[CH:4][CH:5]=[CH:6][CH:7]=1. The catalyst class is: 5. (2) Reactant: [CH3:1][C:2]1[CH:3]=[CH:4][C:5]([N:11]2[CH:15]=[N:14][C:13]([C:16]([F:19])([F:18])[F:17])=[N:12]2)=[C:6]([CH:10]=1)[C:7]([OH:9])=O.[CH3:20][C@@H:21]1[CH2:26][CH2:25][CH2:24][NH:23][C@@H:22]1[CH2:27][NH:28][C:29](=[O:35])[O:30][C:31]([CH3:34])([CH3:33])[CH3:32].CCN(C(C)C)C(C)C.CN(C(ON1N=NC2C=CC=NC1=2)=[N+](C)C)C.F[P-](F)(F)(F)(F)F. Product: [CH3:20][C@@H:21]1[CH2:26][CH2:25][CH2:24][N:23]([C:7](=[O:9])[C:6]2[CH:10]=[C:2]([CH3:1])[CH:3]=[CH:4][C:5]=2[N:11]2[CH:15]=[N:14][C:13]([C:16]([F:19])([F:18])[F:17])=[N:12]2)[C@@H:22]1[CH2:27][NH:28][C:29](=[O:35])[O:30][C:31]([CH3:34])([CH3:33])[CH3:32]. The catalyst class is: 2. (3) Reactant: [F:1][C:2]1[CH:7]=[C:6]([F:8])[CH:5]=[CH:4][C:3]=1[CH:9]([C@H:17]([O:19]C1CCCCO1)[CH3:18])[CH:10]([N:12]1[CH:16]=[N:15][CH:14]=[N:13]1)O.N1C=CC=NC=1.CC1C=CC(S(O)(=O)=[O:40])=CC=1.C(O)C. Product: [F:1][C:2]1[CH:7]=[C:6]([F:8])[CH:5]=[CH:4][C:3]=1[C@:9]([OH:40])([C@H:17]([OH:19])[CH3:18])[CH2:10][N:12]1[CH:16]=[N:15][CH:14]=[N:13]1. The catalyst class is: 195. (4) Reactant: [CH2:1]([CH:3]1[C:11]2[C:6](=[CH:7][CH:8]=[CH:9][CH:10]=2)[NH:5][C:4]1=[O:12])[CH3:2].Br[CH2:14][CH2:15][CH2:16][CH2:17][CH2:18][Br:19]. Product: [Br:19][CH2:18][CH2:17][CH2:16][CH2:15][CH2:14][C:3]1([CH2:1][CH3:2])[C:11]2[C:6](=[CH:7][CH:8]=[CH:9][CH:10]=2)[NH:5][C:4]1=[O:12]. The catalyst class is: 81. (5) Reactant: [C:1]([O:5][CH:6]([C:10]1[C:19]([CH3:20])=[CH:18][C:17]2[C:12](=[CH:13][C:14]([C:21]#[C:22][CH:23]3[CH2:27][CH2:26][CH2:25][CH2:24]3)=[CH:15][CH:16]=2)[C:11]=1[C:28]1[CH:33]=[CH:32][C:31]([Cl:34])=[CH:30][CH:29]=1)[C:7]([OH:9])=[O:8])([CH3:4])([CH3:3])[CH3:2]. Product: [C:1]([O:5][CH:6]([C:10]1[C:19]([CH3:20])=[CH:18][C:17]2[C:12](=[CH:13][C:14]([CH2:21][CH2:22][CH:23]3[CH2:27][CH2:26][CH2:25][CH2:24]3)=[CH:15][CH:16]=2)[C:11]=1[C:28]1[CH:29]=[CH:30][C:31]([Cl:34])=[CH:32][CH:33]=1)[C:7]([OH:9])=[O:8])([CH3:4])([CH3:2])[CH3:3]. The catalyst class is: 144. (6) Reactant: O1CCCCC1[O:7][CH2:8][C:9]1[CH:13]=[C:12]([C:14]2[CH:19]=[C:18]([C:20]([F:23])([F:22])[F:21])[CH:17]=[C:16]([C:24]([F:27])([F:26])[F:25])[CH:15]=2)[O:11][N:10]=1.C(O)(C(F)(F)F)=O. Product: [F:27][C:24]([F:25])([F:26])[C:16]1[CH:15]=[C:14]([C:12]2[O:11][N:10]=[C:9]([CH2:8][OH:7])[CH:13]=2)[CH:19]=[C:18]([C:20]([F:21])([F:22])[F:23])[CH:17]=1. The catalyst class is: 2. (7) Reactant: Br.[Br:2][CH2:3][CH2:4][CH2:5][NH2:6].C(N(CC)CC)C.[CH3:14][C:15]([CH3:20])([CH3:19])[C:16](Cl)=[O:17]. Product: [Br:2][CH2:3][CH2:4][CH2:5][NH:6][C:16](=[O:17])[C:15]([CH3:20])([CH3:19])[CH3:14]. The catalyst class is: 2.